This data is from Peptide-MHC class II binding affinity with 134,281 pairs from IEDB. The task is: Regression. Given a peptide amino acid sequence and an MHC pseudo amino acid sequence, predict their binding affinity value. This is MHC class II binding data. The peptide sequence is EFIAKVRSHAAIGAY. The MHC is DRB1_1301 with pseudo-sequence DRB1_1301. The binding affinity (normalized) is 0.898.